From a dataset of Peptide-MHC class I binding affinity with 185,985 pairs from IEDB/IMGT. Regression. Given a peptide amino acid sequence and an MHC pseudo amino acid sequence, predict their binding affinity value. This is MHC class I binding data. (1) The peptide sequence is ILAKPKETF. The MHC is HLA-A24:02 with pseudo-sequence HLA-A24:02. The binding affinity (normalized) is 0.426. (2) The peptide sequence is HHIPNGVVW. The MHC is HLA-A01:01 with pseudo-sequence HLA-A01:01. The binding affinity (normalized) is 0.0847. (3) The peptide sequence is ILMARYMSK. The MHC is HLA-B15:42 with pseudo-sequence HLA-B15:42. The binding affinity (normalized) is 0.213. (4) The peptide sequence is ESANLGEEI. The MHC is Mamu-A02 with pseudo-sequence Mamu-A02. The binding affinity (normalized) is 0. (5) The peptide sequence is YMISTYPGNT. The MHC is HLA-A02:06 with pseudo-sequence HLA-A02:06. The binding affinity (normalized) is 0.469. (6) The peptide sequence is FTFGDTALY. The MHC is HLA-A03:01 with pseudo-sequence HLA-A03:01. The binding affinity (normalized) is 0.412. (7) The peptide sequence is LCIDRSILL. The MHC is H-2-Kb with pseudo-sequence H-2-Kb. The binding affinity (normalized) is 0.354.